From a dataset of Reaction yield outcomes from USPTO patents with 853,638 reactions. Predict the reaction yield, written as a fraction of the theoretical maximum amount of product (1.0 means a 100% yield; for example, 0.34 means a 34% yield). (1) The reactants are [F:1][C:2]1[CH:3]=[C:4]([N:8]2[C:12]([NH2:13])=[CH:11][C:10]([CH:14]([CH3:16])[CH3:15])=[N:9]2)[CH:5]=[N:6][CH:7]=1.Cl[C:18]([O:20][C:21]1[CH:26]=[CH:25][CH:24]=[CH:23][CH:22]=1)=[O:19]. No catalyst specified. The product is [F:1][C:2]1[CH:3]=[C:4]([N:8]2[C:12]([NH:13][C:18](=[O:19])[O:20][C:21]3[CH:26]=[CH:25][CH:24]=[CH:23][CH:22]=3)=[CH:11][C:10]([CH:14]([CH3:16])[CH3:15])=[N:9]2)[CH:5]=[N:6][CH:7]=1. The yield is 0.350. (2) The reactants are [CH3:1][O:2][C:3]1[CH:8]=[CH:7][N:6]=[C:5]([CH:9]=O)[CH:4]=1.S(O)(O)(=O)=O.[C:16]([S:19][CH3:20])(=[NH:18])[NH2:17].[CH3:20][S:19][C:16](=[NH:18])[NH2:17].[C:26]([CH2:28][C:29](OCC)=[O:30])#[N:27].C(=O)([O-])[O-].[K+].[K+]. The catalyst is CCO. The product is [OH:30][C:29]1[C:28]([C:26]#[N:27])=[C:9]([C:5]2[CH:4]=[C:3]([O:2][CH3:1])[CH:8]=[CH:7][N:6]=2)[N:17]=[C:16]([S:19][CH3:20])[N:18]=1. The yield is 0.270. (3) The reactants are O.[OH-].[Li+].[S:4]1[CH:8]=[CH:7][N:6]2[CH:9]=[C:10]([C:12]3[CH:40]=[CH:39][CH:38]=[CH:37][C:13]=3[C:14]([NH:16][C:17]3[CH:26]=[CH:25][C:24]4[C:19](=[CH:20][CH:21]=[C:22]([C:27]([O:29]CC5C=CC=CC=5)=[O:28])[CH:23]=4)[N:18]=3)=[O:15])[N:11]=[C:5]12. The catalyst is C1COCC1.O. The product is [S:4]1[CH:8]=[CH:7][N:6]2[CH:9]=[C:10]([C:12]3[CH:40]=[CH:39][CH:38]=[CH:37][C:13]=3[C:14]([NH:16][C:17]3[CH:26]=[CH:25][C:24]4[C:19](=[CH:20][CH:21]=[C:22]([C:27]([OH:29])=[O:28])[CH:23]=4)[N:18]=3)=[O:15])[N:11]=[C:5]12. The yield is 0.620.